This data is from NCI-60 drug combinations with 297,098 pairs across 59 cell lines. The task is: Regression. Given two drug SMILES strings and cell line genomic features, predict the synergy score measuring deviation from expected non-interaction effect. (1) Drug 1: CCC(=C(C1=CC=CC=C1)C2=CC=C(C=C2)OCCN(C)C)C3=CC=CC=C3.C(C(=O)O)C(CC(=O)O)(C(=O)O)O. Drug 2: CC(C)CN1C=NC2=C1C3=CC=CC=C3N=C2N. Cell line: OVCAR-4. Synergy scores: CSS=-0.694, Synergy_ZIP=7.22, Synergy_Bliss=3.18, Synergy_Loewe=-1.67, Synergy_HSA=-1.19. (2) Drug 1: CC12CCC3C(C1CCC2=O)CC(=C)C4=CC(=O)C=CC34C. Drug 2: C1=CN(C=N1)CC(O)(P(=O)(O)O)P(=O)(O)O. Cell line: CAKI-1. Synergy scores: CSS=3.36, Synergy_ZIP=-7.46, Synergy_Bliss=-24.7, Synergy_Loewe=-23.4, Synergy_HSA=-23.2. (3) Drug 1: CC=C1C(=O)NC(C(=O)OC2CC(=O)NC(C(=O)NC(CSSCCC=C2)C(=O)N1)C(C)C)C(C)C. Drug 2: CNC(=O)C1=NC=CC(=C1)OC2=CC=C(C=C2)NC(=O)NC3=CC(=C(C=C3)Cl)C(F)(F)F. Cell line: HCT-15. Synergy scores: CSS=-4.64, Synergy_ZIP=3.69, Synergy_Bliss=3.16, Synergy_Loewe=1.76, Synergy_HSA=-2.97. (4) Drug 1: CC(CN1CC(=O)NC(=O)C1)N2CC(=O)NC(=O)C2. Drug 2: C1CN(CCN1C(=O)CCBr)C(=O)CCBr. Cell line: HCC-2998. Synergy scores: CSS=17.4, Synergy_ZIP=-4.65, Synergy_Bliss=-0.422, Synergy_Loewe=-0.188, Synergy_HSA=1.69. (5) Drug 1: CC1OCC2C(O1)C(C(C(O2)OC3C4COC(=O)C4C(C5=CC6=C(C=C35)OCO6)C7=CC(=C(C(=C7)OC)O)OC)O)O. Drug 2: C1C(C(OC1N2C=NC(=NC2=O)N)CO)O. Cell line: UO-31. Synergy scores: CSS=11.6, Synergy_ZIP=-6.81, Synergy_Bliss=-4.80, Synergy_Loewe=-1.86, Synergy_HSA=-1.13.